Dataset: Reaction yield outcomes from USPTO patents with 853,638 reactions. Task: Predict the reaction yield, written as a fraction of the theoretical maximum amount of product (1.0 means a 100% yield; for example, 0.34 means a 34% yield). The reactants are [Br:1][C:2]1[CH:3]=[C:4]2[C:9](=[CH:10][CH:11]=1)[N:8]=[CH:7][C:6]([C:12]([CH:14]1[CH2:16][CH2:15]1)=[O:13])=[C:5]2Cl.[CH3:18][O:19][CH:20]1[CH2:24][CH2:23][N:22]([CH:25]2[CH2:30][CH2:29][CH:28]([NH2:31])[CH2:27][CH2:26]2)[CH2:21]1. No catalyst specified. The product is [Br:1][C:2]1[CH:3]=[C:4]2[C:9](=[CH:10][CH:11]=1)[N:8]=[CH:7][C:6]([C:12]([CH:14]1[CH2:16][CH2:15]1)=[O:13])=[C:5]2[NH:31][CH:28]1[CH2:27][CH2:26][CH:25]([N:22]2[CH2:23][CH2:24][CH:20]([O:19][CH3:18])[CH2:21]2)[CH2:30][CH2:29]1. The yield is 0.450.